Dataset: Forward reaction prediction with 1.9M reactions from USPTO patents (1976-2016). Task: Predict the product of the given reaction. (1) Given the reactants [Si:1]([O:8][CH2:9][CH2:10][CH2:11][N:12]([CH2:47][CH2:48][CH3:49])[C:13]([C:15]1=[CH:16][C:17]2[CH:33]=[CH:32][C:31]([C:34]3[CH:39]=[CH:38][C:37]([C:40]([N:42]4[CH2:46][CH2:45][CH2:44][CH2:43]4)=[O:41])=[CH:36][CH:35]=3)=[CH:30][C:18]=2[N:19]=[C:20]([NH:22][C:23](=O)OC(C)(C)C)[CH2:21]1)=[O:14])([C:4]([CH3:7])([CH3:6])[CH3:5])([CH3:3])[CH3:2].[CH3:50][N:51]([CH3:55])[CH2:52]CN, predict the reaction product. The product is: [Si:1]([O:8][CH2:9][CH2:10][CH2:11][N:12]([CH2:47][CH2:48][CH3:49])[C:13]([C:15]1=[CH:16][C:17]2[CH:33]=[CH:32][C:31]([C:34]3[CH:35]=[CH:36][C:37]([C:40]([N:42]4[CH2:43][CH2:44][CH2:45][CH2:46]4)=[O:41])=[CH:38][CH:39]=3)=[CH:30][C:18]=2[N:19]=[C:20]([NH:22][CH2:23][CH2:50][N:51]([CH3:55])[CH3:52])[CH2:21]1)=[O:14])([C:4]([CH3:6])([CH3:5])[CH3:7])([CH3:2])[CH3:3]. (2) Given the reactants [F:1][C:2]([F:16])([F:15])[C:3]1[CH:8]=[CH:7][C:6]([C:9]2[CH:14]=[CH:13][N:12]=[CH:11][CH:10]=2)=[CH:5][CH:4]=1.[OH:17]O, predict the reaction product. The product is: [F:16][C:2]([F:1])([F:15])[C:3]1[CH:4]=[CH:5][C:6]([C:9]2[CH:10]=[CH:11][N+:12]([O-:17])=[CH:13][CH:14]=2)=[CH:7][CH:8]=1. (3) Given the reactants [F:1][C:2]1[CH:10]=[CH:9][C:8]([CH2:11][C:12]2[C:21]3[C:16](=[CH:17][CH:18]=[CH:19][CH:20]=3)[C:15](=[O:22])[NH:14][N:13]=2)=[CH:7][C:3]=1[C:4]([OH:6])=O.F[P-](F)(F)(F)(F)F.N1(OC(N(C)C)=[N+](C)C)C2C=CC=CC=2N=N1.[CH2:47]1[NH:52][CH2:51][CH2:50][N:49]2[CH:53]=[CH:54][CH:55]=[C:48]12.C(N(CC)C(C)C)(C)C, predict the reaction product. The product is: [CH2:47]1[N:52]([C:4]([C:3]2[CH:7]=[C:8]([CH2:11][C:12]3[C:21]4[C:16](=[CH:17][CH:18]=[CH:19][CH:20]=4)[C:15](=[O:22])[NH:14][N:13]=3)[CH:9]=[CH:10][C:2]=2[F:1])=[O:6])[CH2:51][CH2:50][N:49]2[CH:53]=[CH:54][CH:55]=[C:48]12. (4) Given the reactants [Cl:1][C:2]1[CH:3]=[CH:4][C:5]([NH2:9])=[N:6][C:7]=1[Cl:8].[C:10](N1C=CC=CC1=O)(N1C=CC=CC1=O)=[S:11], predict the reaction product. The product is: [Cl:8][C:7]1[C:2]([Cl:1])=[CH:3][CH:4]=[C:5]([N:9]=[C:10]=[S:11])[N:6]=1. (5) Given the reactants [CH3:1][C:2]1[CH:7]=[CH:6][N:5]2[C:8]([C:11]3[CH:20]=[CH:19][C:18]4[C:13](=[C:14]([OH:21])[CH:15]=[CH:16][CH:17]=4)[N:12]=3)=[N:9][N:10]=[C:4]2[CH:3]=1.[F:22][C@H:23]1[C@H:29](OS(C2C=CC([N+]([O-])=O)=CC=2)(=O)=O)[CH2:28][CH2:27][N:26]([C:43]([O:45][C:46]([CH3:49])([CH3:48])[CH3:47])=[O:44])[CH2:25][CH2:24]1.C(N=C(N(C)C)N(C)C)(C)(C)C, predict the reaction product. The product is: [F:22][C@H:23]1[C@@H:29]([O:21][C:14]2[CH:15]=[CH:16][CH:17]=[C:18]3[C:13]=2[N:12]=[C:11]([C:8]2[N:5]4[CH:6]=[CH:7][C:2]([CH3:1])=[CH:3][C:4]4=[N:10][N:9]=2)[CH:20]=[CH:19]3)[CH2:28][CH2:27][N:26]([C:43]([O:45][C:46]([CH3:49])([CH3:48])[CH3:47])=[O:44])[CH2:25][CH2:24]1. (6) The product is: [CH2:10]([C:12](=[CH:15][CH2:16][CH2:17][CH3:18])[CH:13]=[O:14])[CH3:11]. Given the reactants C(=O)CC.C(=O)CCC.[CH2:10]([CH:12]([CH2:15][CH2:16][CH2:17][CH3:18])[CH2:13][OH:14])[CH3:11], predict the reaction product. (7) The product is: [Br:1][C:2]1[CH:7]=[C:6]2[C:5]([C:8]([CH3:9])=[N:10][N:11]2[C:12]2[CH:17]=[CH:16][CH:15]=[CH:14][CH:13]=2)=[CH:4][CH:3]=1. Given the reactants [Br:1][C:2]1[CH:7]=[CH:6][C:5](/[C:8](=[N:10]/[NH:11][C:12]2[CH:17]=[CH:16][CH:15]=[CH:14][CH:13]=2)/[CH3:9])=[C:4](F)[CH:3]=1.BrC1C=CC(/C(=N\NC2C=CC=CC=2)/C)=C(F)C=1.C(=O)([O-])[O-].[K+].[K+], predict the reaction product. (8) Given the reactants [N:1]([CH:4]1[CH:9]([OH:10])[CH2:8][CH2:7][CH:6]([C:11]([O:13][CH2:14][CH3:15])=[O:12])[CH2:5]1)=[N+]=[N-], predict the reaction product. The product is: [NH2:1][CH:4]1[CH:9]([OH:10])[CH2:8][CH2:7][CH:6]([C:11]([O:13][CH2:14][CH3:15])=[O:12])[CH2:5]1.